Predict which catalyst facilitates the given reaction. From a dataset of Catalyst prediction with 721,799 reactions and 888 catalyst types from USPTO. Reactant: Br[C:2]1[N:3]=[C:4]([N:7]2[C:11]3[CH:12]=[CH:13][CH:14]=[CH:15][C:10]=3[NH:9][C:8]2=[O:16])[S:5][CH:6]=1.[CH3:17][S-:18].[Na+]. Product: [CH3:17][S:18][C:2]1[N:3]=[C:4]([N:7]2[C:11]3[CH:12]=[CH:13][CH:14]=[CH:15][C:10]=3[NH:9][C:8]2=[O:16])[S:5][CH:6]=1. The catalyst class is: 870.